Dataset: Forward reaction prediction with 1.9M reactions from USPTO patents (1976-2016). Task: Predict the product of the given reaction. (1) Given the reactants [Si:1]([O:8][CH2:9][CH2:10][CH:11]([C:13]1[S:17][C:16]([Cl:18])=[N:15][C:14]=1[Cl:19])[OH:12])([C:4]([CH3:7])([CH3:6])[CH3:5])([CH3:3])[CH3:2].[O:20]1[CH:25]=[CH:24][CH2:23][CH2:22][CH2:21]1.CC1C=CC(S([O-])(=O)=O)=CC=1.C1C=C[NH+]=CC=1, predict the reaction product. The product is: [Si:1]([O:8][CH2:9][CH2:10][CH:11]([C:13]1[S:17][C:16]([Cl:18])=[N:15][C:14]=1[Cl:19])[O:12][CH:21]1[CH2:22][CH2:23][CH2:24][CH2:25][O:20]1)([C:4]([CH3:7])([CH3:5])[CH3:6])([CH3:2])[CH3:3]. (2) Given the reactants [CH2:1]([C:3]1[CH:8]=[CH:7][C:6]([OH:9])=[CH:5][C:4]=1[C:10]1[CH:15]=[CH:14][C:13]([C:16](=[O:19])[CH2:17][CH3:18])=[CH:12][C:11]=1[CH:20]([CH3:22])[CH3:21])[CH3:2].[C:23]([O:31][CH2:32][C:33]1[CH:34]=[C:35]([CH:38]=[CH:39][C:40]=1[CH2:41][O:42][C:43](=[O:50])[C:44]1[CH:49]=[CH:48][CH:47]=[CH:46][CH:45]=1)[CH2:36]Br)(=[O:30])[C:24]1[CH:29]=[CH:28][CH:27]=[CH:26][CH:25]=1, predict the reaction product. The product is: [C:23]([O:31][CH2:32][C:33]1[CH:34]=[C:35]([CH:38]=[CH:39][C:40]=1[CH2:41][O:42][C:43](=[O:50])[C:44]1[CH:45]=[CH:46][CH:47]=[CH:48][CH:49]=1)[CH2:36][O:9][C:6]1[CH:7]=[CH:8][C:3]([CH2:1][CH3:2])=[C:4]([C:10]2[CH:15]=[CH:14][C:13]([C:16](=[O:19])[CH2:17][CH3:18])=[CH:12][C:11]=2[CH:20]([CH3:22])[CH3:21])[CH:5]=1)(=[O:30])[C:24]1[CH:25]=[CH:26][CH:27]=[CH:28][CH:29]=1. (3) Given the reactants [CH3:1][C:2]1([CH3:22])[O:6][C@@H:5]([C@@H:7]([OH:21])[C@@H:8]2[O:12][C:11]([CH3:14])([CH3:13])[O:10][C@@H:9]2[C@@H:15]([OH:20])[C:16]([F:19])([F:18])[F:17])[CH2:4][O:3]1.CC1(C)O[C@@H]([C@@H](O)[C@@H]2OC(C)(C)O[C@@H]2[C@H](O)C(F)(F)F)CO1, predict the reaction product. The product is: [CH3:1][C:2]1([CH3:22])[O:6][C@@H:5]([C@@H:7]2[C@@H:8]3[O:12][C:11]([CH3:13])([CH3:14])[O:10][C@@H:9]3[C:15]([C:16]([F:18])([F:17])[F:19])([OH:20])[O:21]2)[CH2:4][O:3]1. (4) Given the reactants [Cl:1][C:2]1[CH:7]=[CH:6][C:5]([C:8]2[N:9]([C:22]3[CH:27]=[CH:26][C:25]([S:28]([CH3:31])(=[O:30])=[O:29])=[CH:24][CH:23]=3)[CH:10]=[C:11]([CH2:13][O:14]C3C=CC(C)=CC=3)[N:12]=2)=[CH:4][CH:3]=1.C[OH:33], predict the reaction product. The product is: [Cl:1][C:2]1[CH:3]=[CH:4][C:5]([C:8]2[N:9]([C:22]3[CH:23]=[CH:24][C:25]([S:28]([CH3:31])(=[O:30])=[O:29])=[CH:26][CH:27]=3)[CH:10]=[C:11]([C:13]([OH:33])=[O:14])[N:12]=2)=[CH:6][CH:7]=1. (5) Given the reactants Cl[C:2]1[CH:7]=[N:6][CH:5]=[C:4]([Cl:8])[N:3]=1.[NH2:9][CH2:10][CH:11]([OH:23])[CH2:12][N:13]1[CH2:22][CH2:21][C:20]2[C:15](=[CH:16][CH:17]=[CH:18][CH:19]=2)[CH2:14]1, predict the reaction product. The product is: [Cl:8][C:4]1[N:3]=[C:2]([NH:9][CH2:10][CH:11]([OH:23])[CH2:12][N:13]2[CH2:22][CH2:21][C:20]3[C:15](=[CH:16][CH:17]=[CH:18][CH:19]=3)[CH2:14]2)[CH:7]=[N:6][CH:5]=1. (6) Given the reactants [Cl-].O[NH3+:3].[C:4](=[O:7])([O-])[OH:5].[Na+].CS(C)=O.[OH:13][CH:14]([CH3:51])[CH2:15][O:16][C@H:17]1[CH2:22][CH2:21][C@H:20]([N:23]2[C:28](=[O:29])[C:27]([CH2:30][C:31]3[CH:36]=[CH:35][C:34]([C:37]4[C:38]([C:43]#[N:44])=[CH:39][CH:40]=[CH:41][CH:42]=4)=[CH:33][CH:32]=3)=[C:26]([CH2:45][CH2:46][CH3:47])[N:25]3[N:48]=[CH:49][CH:50]=[C:24]23)[CH2:19][CH2:18]1, predict the reaction product. The product is: [OH:13][CH:14]([CH3:51])[CH2:15][O:16][C@H:17]1[CH2:22][CH2:21][C@H:20]([N:23]2[C:28](=[O:29])[C:27]([CH2:30][C:31]3[CH:36]=[CH:35][C:34]([C:37]4[CH:42]=[CH:41][CH:40]=[CH:39][C:38]=4[C:43]4[NH:3][C:4](=[O:7])[O:5][N:44]=4)=[CH:33][CH:32]=3)=[C:26]([CH2:45][CH2:46][CH3:47])[N:25]3[N:48]=[CH:49][CH:50]=[C:24]23)[CH2:19][CH2:18]1. (7) Given the reactants [O:1]1[CH2:6][CH2:5][O:4][C:3]2[CH:7]=[CH:8][C:9]([C:11]([NH:13][CH:14]3[CH2:19][CH2:18][CH2:17][CH:16]([C:20](O)=O)[CH2:15]3)=[O:12])=[CH:10][C:2]1=2.C(N(CC)CC)C.[CH3:30][C:31]1[CH:32]=[C:33]([NH2:38])[C:34]([NH2:37])=[CH:35][CH:36]=1, predict the reaction product. The product is: [CH3:30][C:31]1[CH:36]=[CH:35][C:34]2[NH:37][C:20]([CH:16]3[CH2:17][CH2:18][CH2:19][CH:14]([NH:13][C:11]([C:9]4[CH:8]=[CH:7][C:3]5[O:4][CH2:5][CH2:6][O:1][C:2]=5[CH:10]=4)=[O:12])[CH2:15]3)=[N:38][C:33]=2[CH:32]=1.